This data is from Catalyst prediction with 721,799 reactions and 888 catalyst types from USPTO. The task is: Predict which catalyst facilitates the given reaction. (1) Reactant: [CH3:1][O:2][C:3](=[O:14])[C:4]1[CH:9]=[C:8]([C:10](=[O:12])[CH3:11])[CH:7]=[CH:6][C:5]=1[OH:13].[CH3:15][CH:16](O)[CH3:17].C1(P(C2C=CC=CC=2)C2C=CC=CC=2)C=CC=CC=1.N(C(OC(C)(C)C)=O)=NC(OC(C)(C)C)=O. Product: [CH3:1][O:2][C:3](=[O:14])[C:4]1[CH:9]=[C:8]([C:10](=[O:12])[CH3:11])[CH:7]=[CH:6][C:5]=1[O:13][CH:16]([CH3:17])[CH3:15]. The catalyst class is: 1. (2) Reactant: [CH3:1][O:2][C:3]1[CH:8]=[CH:7][C:6]([NH:9][C:10]2[CH:15]=[CH:14][CH:13]=[CH:12][C:11]=2[NH:16][C:17](=O)[C:18]2[CH:23]=[CH:22][CH:21]=[CH:20][C:19]=2[CH3:24])=[C:5]([CH3:26])[CH:4]=1.Cl.O1CCOCC1.C(=O)(O)[O-].[Na+]. Product: [CH3:1][O:2][C:3]1[CH:8]=[CH:7][C:6]([N:9]2[C:10]3[CH:15]=[CH:14][CH:13]=[CH:12][C:11]=3[N:16]=[C:17]2[C:18]2[CH:23]=[CH:22][CH:21]=[CH:20][C:19]=2[CH3:24])=[C:5]([CH3:26])[CH:4]=1. The catalyst class is: 5. (3) Reactant: [CH3:1][C:2]1(C(OCC)=O)[CH2:9][CH2:8][CH2:7][N:6]([C:10]([O:12][C:13]([CH3:16])([CH3:15])[CH3:14])=[O:11])[CH2:5][CH2:4][C:3]1=[O:17].[OH-].[K+]. Product: [CH3:1][CH:2]1[CH2:9][CH2:8][CH2:7][N:6]([C:10]([O:12][C:13]([CH3:16])([CH3:15])[CH3:14])=[O:11])[CH2:5][CH2:4][C:3]1=[O:17]. The catalyst class is: 24. (4) Reactant: [CH2:1]([C:4]1[C:5]([CH3:16])=[N:6][O:7][C:8]=1[C:9]1[CH:14]=[CH:13][C:12](Br)=[CH:11][CH:10]=1)[CH:2]=[CH2:3].[CH2:17]([O:19][C:20]([C:22]1([C:25]2[CH:30]=[CH:29][C:28](B3OC(C)(C)C(C)(C)O3)=[CH:27][CH:26]=2)[CH2:24][CH2:23]1)=[O:21])[CH3:18]. Product: [CH2:17]([O:19][C:20]([C:22]1([C:25]2[CH:30]=[CH:29][C:28]([C:12]3[CH:13]=[CH:14][C:9]([C:8]4[O:7][N:6]=[C:5]([CH3:16])[C:4]=4[CH2:1][CH:2]=[CH2:3])=[CH:10][CH:11]=3)=[CH:27][CH:26]=2)[CH2:23][CH2:24]1)=[O:21])[CH3:18]. The catalyst class is: 235. (5) Reactant: [OH:1][C:2]1[CH:7]=[CH:6][C:5]([CH2:8][C@@H:9]([NH:27]C(=O)OC(C)(C)C)[C:10](=[O:26])[NH:11][C:12]2[CH:13]=[C:14]3[C:24](=[O:25])[NH:23][N:22]=[CH:21][C:16]4=[CH:17][NH:18][C:19]([CH:20]=2)=[C:15]34)=[CH:4][CH:3]=1.[ClH:35]. Product: [ClH:35].[NH2:27][C@H:9]([CH2:8][C:5]1[CH:6]=[CH:7][C:2]([OH:1])=[CH:3][CH:4]=1)[C:10]([NH:11][C:12]1[CH:13]=[C:14]2[C:24](=[O:25])[NH:23][N:22]=[CH:21][C:16]3=[CH:17][NH:18][C:19]([CH:20]=1)=[C:15]23)=[O:26]. The catalyst class is: 12. (6) Reactant: C[N:2]([C:4]1[C:13]2[C:8](=[CH:9][CH:10]=[CH:11][CH:12]=2)C=CC=1)[CH3:3].[CH:14]([O:17]C1C=CC(CC(O)=O)=CC=1)([CH3:16])[CH3:15].C1(P(N=[N+]=[N-])(C2C=CC=CC=2)=[O:35])C=CC=CC=1. Product: [N:2]([CH2:4][C:13]1[CH:12]=[CH:11][C:10]([O:17][CH:14]([CH3:16])[CH3:15])=[CH:9][CH:8]=1)=[C:3]=[O:35]. The catalyst class is: 7.